From a dataset of NCI-60 drug combinations with 297,098 pairs across 59 cell lines. Regression. Given two drug SMILES strings and cell line genomic features, predict the synergy score measuring deviation from expected non-interaction effect. Drug 1: C1CN(CCN1C(=O)CCBr)C(=O)CCBr. Drug 2: COC1=C2C(=CC3=C1OC=C3)C=CC(=O)O2. Cell line: A549. Synergy scores: CSS=25.8, Synergy_ZIP=-0.0199, Synergy_Bliss=0.607, Synergy_Loewe=-0.879, Synergy_HSA=-1.11.